Dataset: Reaction yield outcomes from USPTO patents with 853,638 reactions. Task: Predict the reaction yield, written as a fraction of the theoretical maximum amount of product (1.0 means a 100% yield; for example, 0.34 means a 34% yield). (1) The reactants are [CH3:1][N:2]1C2C(=CC=CC=2)C=C1CNC.[CH2:14]1[C:18]2=[C:19]([CH:26]=O)[C:20]3[CH:21]=[CH:22][CH:23]=[CH:24][C:25]=3[N:17]2[CH2:16][CH2:15]1.CN1C2C(=CC=CC=2)C(C)=C1C=O. No catalyst specified. The product is [CH3:1][NH:2][CH2:26][C:19]1[C:20]2[CH:21]=[CH:22][CH:23]=[CH:24][C:25]=2[N:17]2[CH2:16][CH2:15][CH2:14][C:18]=12. The yield is 0.540. (2) The reactants are [OH:1][C:2]1[CH:9]=[CH:8][C:5]([CH:6]=[O:7])=[CH:4][CH:3]=1.N1C=CC=CC=1.[N:16]1([C:22](Cl)=[O:23])[CH2:21][CH2:20][O:19][CH2:18][CH2:17]1.C([O-])(O)=O.[Na+]. The catalyst is C(Cl)Cl. The product is [N:16]1([C:22]([O:1][C:2]2[CH:9]=[CH:8][C:5]([CH:6]=[O:7])=[CH:4][CH:3]=2)=[O:23])[CH2:21][CH2:20][O:19][CH2:18][CH2:17]1. The yield is 0.750. (3) The reactants are [F:1][C:2]([F:11])([F:10])[C:3]1[CH:4]=[C:5]([SH:9])[CH:6]=[CH:7][CH:8]=1.[CH3:12][S:13]([C:16]1[CH:21]=[CH:20][C:19]([CH:22]2[CH2:27][CH:26](OS(C)(=O)=O)[CH2:25][CH2:24][O:23]2)=[CH:18][CH:17]=1)(=[O:15])=[O:14].C([O-])([O-])=O.[K+].[K+]. The catalyst is CN(C=O)C.O. The product is [CH3:12][S:13]([C:16]1[CH:17]=[CH:18][C:19]([CH:22]2[CH2:27][CH:26]([S:9][C:5]3[CH:6]=[CH:7][CH:8]=[C:3]([C:2]([F:1])([F:10])[F:11])[CH:4]=3)[CH2:25][CH2:24][O:23]2)=[CH:20][CH:21]=1)(=[O:15])=[O:14]. The yield is 0.730. (4) The reactants are [Si:1]([O:8][CH2:9][C@@H:10]1[C@@H:14]([C:15]2[CH:20]=[CH:19][C:18]([CH2:21][O:22][Si:23]([C:26]([CH3:29])([CH3:28])[CH3:27])([CH3:25])[CH3:24])=[CH:17][CH:16]=2)[CH2:13][C:12](=O)[N:11]1[C:31]([O:33][C:34]([CH3:37])([CH3:36])[CH3:35])=[O:32])([C:4]([CH3:7])([CH3:6])[CH3:5])([CH3:3])[CH3:2].O.[OH-].[Na+].OO. The catalyst is C1COCC1. The product is [Si:1]([O:8][CH2:9][C@@H:10]1[C@@H:14]([C:15]2[CH:20]=[CH:19][C:18]([CH2:21][O:22][Si:23]([C:26]([CH3:28])([CH3:27])[CH3:29])([CH3:25])[CH3:24])=[CH:17][CH:16]=2)[CH2:13][CH2:12][N:11]1[C:31]([O:33][C:34]([CH3:37])([CH3:36])[CH3:35])=[O:32])([C:4]([CH3:7])([CH3:5])[CH3:6])([CH3:3])[CH3:2]. The yield is 0.590.